This data is from Forward reaction prediction with 1.9M reactions from USPTO patents (1976-2016). The task is: Predict the product of the given reaction. (1) Given the reactants [C:1]([O:5][C:6]([NH:8][C@@H:9]1[C:23](=[O:24])[N:22]2[CH2:25][C@H:26]([O:28][C:29]3[N:30]=[C:31]4[C:36](=[C:37]5[C:42]=3[CH:41]=[CH:40][CH:39]=[CH:38]5)[CH:35]=[CH:34][CH:33]=[CH:32]4)[CH2:27][C@H:21]2[C:20](=[O:43])[NH:19][C@:18]2([C:45]([O:47]CC)=[O:46])[CH2:44][C@H:17]2[CH2:16][C:15]([F:51])([F:50])[CH2:14][CH2:13][CH2:12][CH2:11][CH2:10]1)=[O:7])([CH3:4])([CH3:3])[CH3:2].O.C(O)C.O.[OH-].[Li+], predict the reaction product. The product is: [C:1]([O:5][C:6]([NH:8][C@@H:9]1[C:23](=[O:24])[N:22]2[CH2:25][C@H:26]([O:28][C:29]3[N:30]=[C:31]4[C:36](=[C:37]5[C:42]=3[CH:41]=[CH:40][CH:39]=[CH:38]5)[CH:35]=[CH:34][CH:33]=[CH:32]4)[CH2:27][C@H:21]2[C:20](=[O:43])[NH:19][C@:18]2([C:45]([OH:47])=[O:46])[CH2:44][C@H:17]2[CH2:16][C:15]([F:50])([F:51])[CH2:14][CH2:13][CH2:12][CH2:11][CH2:10]1)=[O:7])([CH3:4])([CH3:2])[CH3:3]. (2) Given the reactants [N+:1]([C:4]1[CH:9]=[CH:8][C:7](/[CH:10]=[CH:11]/[C:12]2[O:16][CH:15]=[N:14][CH:13]=2)=[CH:6][CH:5]=1)([O-])=O.[Cl-].[NH4+], predict the reaction product. The product is: [O:16]1[C:12](/[CH:11]=[CH:10]/[C:7]2[CH:8]=[CH:9][C:4]([NH2:1])=[CH:5][CH:6]=2)=[CH:13][N:14]=[CH:15]1. (3) Given the reactants [Li+].CC([N-]C(C)C)C.[C:9]([O:15][CH2:16][CH3:17])(=[O:14])[CH2:10][CH2:11][CH:12]=[CH2:13].[Br:18][C:19]1[CH:26]=[CH:25][C:22]([CH2:23]Br)=[C:21]([Cl:27])[CH:20]=1, predict the reaction product. The product is: [Br:18][C:19]1[CH:26]=[CH:25][C:22]([CH2:23][CH:10]([CH2:11][CH:12]=[CH2:13])[C:9]([O:15][CH2:16][CH3:17])=[O:14])=[C:21]([Cl:27])[CH:20]=1. (4) Given the reactants CC1[N:3]([C:8]2[CH:9]=[CH:10][C:11]3[CH2:17][CH2:16][CH2:15][C:14](=[O:18])[N:13]([CH3:19])[C:12]=3[CH:20]=2)C(C)=CC=1.Cl.NO.C(N(CC)CC)C, predict the reaction product. The product is: [NH2:3][C:8]1[CH:9]=[CH:10][C:11]2[CH2:17][CH2:16][CH2:15][C:14](=[O:18])[N:13]([CH3:19])[C:12]=2[CH:20]=1. (5) Given the reactants [CH3:1][C:2]1[CH:3]=[C:4]([C:8]([C:10]2[CH:11]=[N:12][C:13]([O:16][CH3:17])=[CH:14][CH:15]=2)=O)[O:5][C:6]=1[CH3:7].[NH3:18], predict the reaction product. The product is: [CH3:17][O:16][C:13]1[N:12]=[CH:11][C:10]([C:8]2[C:4]([OH:5])=[CH:3][C:2]([CH3:1])=[C:6]([CH3:7])[N:18]=2)=[CH:15][CH:14]=1. (6) Given the reactants [N:1]([C@H:4]1[C@H:7]([C@H:8]2[CH2:12][O:11][C:10]([CH3:14])([CH3:13])[O:9]2)[N:6]([CH2:15][CH2:16][O:17][Si:18]([C:21]([CH3:24])([CH3:23])[CH3:22])([CH3:20])[CH3:19])[C:5]1=[O:25])=[N+]=[N-], predict the reaction product. The product is: [NH2:1][C@H:4]1[C@H:7]([C@H:8]2[CH2:12][O:11][C:10]([CH3:14])([CH3:13])[O:9]2)[N:6]([CH2:15][CH2:16][O:17][Si:18]([C:21]([CH3:24])([CH3:23])[CH3:22])([CH3:20])[CH3:19])[C:5]1=[O:25].